This data is from Peptide-MHC class II binding affinity with 134,281 pairs from IEDB. The task is: Regression. Given a peptide amino acid sequence and an MHC pseudo amino acid sequence, predict their binding affinity value. This is MHC class II binding data. (1) The peptide sequence is GYITTNVLREILKEL. The MHC is HLA-DQA10501-DQB10201 with pseudo-sequence HLA-DQA10501-DQB10201. The binding affinity (normalized) is 0.161. (2) The peptide sequence is PTSENNAHHVCWLEA. The MHC is DRB3_0202 with pseudo-sequence DRB3_0202. The binding affinity (normalized) is 0. (3) The MHC is DRB5_0101 with pseudo-sequence DRB5_0101. The peptide sequence is KLIADSIDFNQVAQV. The binding affinity (normalized) is 0.423. (4) The peptide sequence is VSSKRNLADAVSKAP. The MHC is HLA-DQA10501-DQB10301 with pseudo-sequence HLA-DQA10501-DQB10301. The binding affinity (normalized) is 0.462.